Dataset: Catalyst prediction with 721,799 reactions and 888 catalyst types from USPTO. Task: Predict which catalyst facilitates the given reaction. (1) Reactant: [CH3:1][O:2][C:3](=[O:28])[CH2:4][C:5]1[CH:14]=[C:13]([CH:15]([OH:26])[C:16]2[CH:21]=[CH:20][C:19]([S:22]([CH3:25])(=[O:24])=[O:23])=[CH:18][CH:17]=2)[C:12]2[C:7](=[CH:8][CH:9]=[C:10]([F:27])[CH:11]=2)[CH:6]=1.[CH3:29]O. Product: [CH3:1][O:2][C:3](=[O:28])[CH2:4][C:5]1[CH:14]=[C:13]([CH:15]([C:16]2[CH:17]=[CH:18][C:19]([S:22]([CH3:25])(=[O:24])=[O:23])=[CH:20][CH:21]=2)[O:26][CH3:29])[C:12]2[C:7](=[CH:8][CH:9]=[C:10]([F:27])[CH:11]=2)[CH:6]=1. The catalyst class is: 65. (2) Reactant: [CH2:1]([C:3]1[CH:4]=[C:5]([CH:8]=[CH:9][C:10]=1[O:11]CC1C=CC=CC=1)[C:6]#[N:7])[CH3:2]. Product: [CH2:1]([C:3]1[CH:4]=[C:5]([CH:8]=[CH:9][C:10]=1[OH:11])[C:6]#[N:7])[CH3:2]. The catalyst class is: 591. (3) Reactant: [Cl:1][C:2]1[N:7]=[C:6](Cl)[CH:5]=[C:4]([CH:9]2[CH2:14][CH2:13][CH2:12][CH2:11][CH2:10]2)[N:3]=1.[NH:15]1[CH2:19][CH2:18][C@@H:17]([NH:20][C:21](=[O:27])[O:22][C:23]([CH3:26])([CH3:25])[CH3:24])[CH2:16]1.C(N(CC)CC)C. Product: [Cl:1][C:2]1[N:7]=[C:6]([N:15]2[CH2:19][CH2:18][C@@H:17]([NH:20][C:21](=[O:27])[O:22][C:23]([CH3:25])([CH3:24])[CH3:26])[CH2:16]2)[CH:5]=[C:4]([CH:9]2[CH2:14][CH2:13][CH2:12][CH2:11][CH2:10]2)[N:3]=1. The catalyst class is: 5. (4) Reactant: CCCC[N+](CCCC)(CCCC)CCCC.[F-].[Si]([O:26][CH2:27][CH:28]([CH2:31][O:32][C:33](=[O:51])[CH2:34][CH2:35][CH2:36][CH2:37][CH2:38][CH2:39][CH2:40]/[CH:41]=[CH:42]\[CH2:43][CH2:44][CH2:45][CH2:46][CH2:47][CH2:48][CH2:49][CH3:50])[O:29][CH3:30])(C(C)(C)C)(C)C. Product: [C:33]([O:32][CH2:31][CH:28]([CH2:27][OH:26])[O:29][CH3:30])(=[O:51])[CH2:34][CH2:35][CH2:36][CH2:37][CH2:38][CH2:39][CH2:40]/[CH:41]=[CH:42]\[CH2:43][CH2:44][CH2:45][CH2:46][CH2:47][CH2:48][CH2:49][CH3:50]. The catalyst class is: 1.